Dataset: NCI-60 drug combinations with 297,098 pairs across 59 cell lines. Task: Regression. Given two drug SMILES strings and cell line genomic features, predict the synergy score measuring deviation from expected non-interaction effect. (1) Drug 1: C1CCN(CC1)CCOC2=CC=C(C=C2)C(=O)C3=C(SC4=C3C=CC(=C4)O)C5=CC=C(C=C5)O. Drug 2: CC1=C2C(C(=O)C3(C(CC4C(C3C(C(C2(C)C)(CC1OC(=O)C(C(C5=CC=CC=C5)NC(=O)OC(C)(C)C)O)O)OC(=O)C6=CC=CC=C6)(CO4)OC(=O)C)O)C)O. Cell line: OVCAR3. Synergy scores: CSS=47.8, Synergy_ZIP=0.259, Synergy_Bliss=-3.73, Synergy_Loewe=-17.5, Synergy_HSA=-2.13. (2) Drug 1: CC12CCC(CC1=CCC3C2CCC4(C3CC=C4C5=CN=CC=C5)C)O. Synergy scores: CSS=-1.14, Synergy_ZIP=1.44, Synergy_Bliss=1.95, Synergy_Loewe=-0.412, Synergy_HSA=-0.195. Cell line: A498. Drug 2: C(CN)CNCCSP(=O)(O)O. (3) Drug 1: CS(=O)(=O)OCCCCOS(=O)(=O)C. Drug 2: N.N.Cl[Pt+2]Cl. Cell line: HL-60(TB). Synergy scores: CSS=71.1, Synergy_ZIP=4.86, Synergy_Bliss=6.38, Synergy_Loewe=-10.3, Synergy_HSA=5.83. (4) Synergy scores: CSS=0.208, Synergy_ZIP=0.763, Synergy_Bliss=2.12, Synergy_Loewe=-1.34, Synergy_HSA=-0.139. Drug 2: C1=CN(C=N1)CC(O)(P(=O)(O)O)P(=O)(O)O. Cell line: TK-10. Drug 1: CCCCCOC(=O)NC1=NC(=O)N(C=C1F)C2C(C(C(O2)C)O)O. (5) Drug 1: COC1=C(C=C2C(=C1)N=CN=C2NC3=CC(=C(C=C3)F)Cl)OCCCN4CCOCC4. Drug 2: CS(=O)(=O)OCCCCOS(=O)(=O)C. Cell line: SNB-75. Synergy scores: CSS=23.3, Synergy_ZIP=-8.46, Synergy_Bliss=-2.62, Synergy_Loewe=-31.5, Synergy_HSA=-1.38. (6) Drug 1: C1=CN(C(=O)N=C1N)C2C(C(C(O2)CO)O)O.Cl. Drug 2: N.N.Cl[Pt+2]Cl. Cell line: RPMI-8226. Synergy scores: CSS=42.0, Synergy_ZIP=3.69, Synergy_Bliss=3.72, Synergy_Loewe=7.72, Synergy_HSA=7.65. (7) Drug 1: C(=O)(N)NO. Drug 2: CC1=C(N=C(N=C1N)C(CC(=O)N)NCC(C(=O)N)N)C(=O)NC(C(C2=CN=CN2)OC3C(C(C(C(O3)CO)O)O)OC4C(C(C(C(O4)CO)O)OC(=O)N)O)C(=O)NC(C)C(C(C)C(=O)NC(C(C)O)C(=O)NCCC5=NC(=CS5)C6=NC(=CS6)C(=O)NCCC[S+](C)C)O. Cell line: EKVX. Synergy scores: CSS=6.90, Synergy_ZIP=-2.23, Synergy_Bliss=-0.382, Synergy_Loewe=-2.70, Synergy_HSA=-1.02. (8) Cell line: SK-OV-3. Drug 1: C1CCN(CC1)CCOC2=CC=C(C=C2)C(=O)C3=C(SC4=C3C=CC(=C4)O)C5=CC=C(C=C5)O. Drug 2: CCC(=C(C1=CC=CC=C1)C2=CC=C(C=C2)OCCN(C)C)C3=CC=CC=C3.C(C(=O)O)C(CC(=O)O)(C(=O)O)O. Synergy scores: CSS=1.81, Synergy_ZIP=-1.58, Synergy_Bliss=-0.859, Synergy_Loewe=0.776, Synergy_HSA=0.871.